Regression. Given a peptide amino acid sequence and an MHC pseudo amino acid sequence, predict their binding affinity value. This is MHC class I binding data. From a dataset of Peptide-MHC class I binding affinity with 185,985 pairs from IEDB/IMGT. (1) The peptide sequence is ATDYIASGQR. The MHC is HLA-A31:01 with pseudo-sequence HLA-A31:01. The binding affinity (normalized) is 0.511. (2) The MHC is HLA-A02:01 with pseudo-sequence HLA-A02:01. The peptide sequence is KLFLIKKMA. The binding affinity (normalized) is 0.355. (3) The peptide sequence is FLRGRAYGI. The MHC is HLA-A68:01 with pseudo-sequence HLA-A68:01. The binding affinity (normalized) is 0. (4) The peptide sequence is RQGLERALL. The MHC is HLA-B58:01 with pseudo-sequence HLA-B58:01. The binding affinity (normalized) is 0.0224.